From a dataset of Forward reaction prediction with 1.9M reactions from USPTO patents (1976-2016). Predict the product of the given reaction. Given the reactants [O:1]1[CH:5]=[CH:4][CH:3]=[C:2]1[C:6](=O)[CH2:7][C:8](=O)[C:9]([O:11][CH3:12])=[O:10].Cl.[Cl:16][C:17]1[CH:22]=[CH:21][CH:20]=[CH:19][C:18]=1[NH:23][NH2:24], predict the reaction product. The product is: [Cl:16][C:17]1[CH:22]=[CH:21][CH:20]=[CH:19][C:18]=1[N:23]1[C:6]([C:2]2[O:1][CH:5]=[CH:4][CH:3]=2)=[CH:7][C:8]([C:9]([O:11][CH3:12])=[O:10])=[N:24]1.